From a dataset of Reaction yield outcomes from USPTO patents with 853,638 reactions. Predict the reaction yield, written as a fraction of the theoretical maximum amount of product (1.0 means a 100% yield; for example, 0.34 means a 34% yield). (1) The reactants are Cl[C:2]1[C:3]([CH:5]=[C:6]([NH:10][C:11]2[C:20]3[C:15](=[CH:16][C:17]([O:23][CH2:24][CH2:25][O:26][CH3:27])=[C:18]([O:21][CH3:22])[CH:19]=3)[N:14]=[CH:13][N:12]=2)[C:7](=[O:9])[CH:8]=1)=[O:4].C1OCCOCCOCCOCCOCCOC1.[Br:46][C:47]1[CH:48]=[C:49]2[C:53](=[CH:54][CH:55]=1)[NH:52][CH2:51][CH2:50]2. The catalyst is CN(C=O)C. The product is [Br:46][C:47]1[CH:48]=[C:49]2[C:53](=[CH:54][CH:55]=1)[N:52]([C:2]1[C:3]([CH:5]=[C:6]([NH:10][C:11]3[C:20]4[C:15](=[CH:16][C:17]([O:23][CH2:24][CH2:25][O:26][CH3:27])=[C:18]([O:21][CH3:22])[CH:19]=4)[N:14]=[CH:13][N:12]=3)[C:7](=[O:9])[CH:8]=1)=[O:4])[CH2:51][CH2:50]2. The yield is 0.550. (2) No catalyst specified. The product is [OH:32][C:33]1[CH:34]=[CH:35][C:36]([CH2:37][N:38]2[C:46]3[C:41](=[CH:42][C:43]([S:47]([N:50]4[CH2:54][CH2:53][CH2:52][CH:51]4[CH2:55][O:56][C:57]4[CH:58]=[N:59][CH:60]=[CH:61][CH:62]=4)(=[O:49])=[O:48])=[CH:44][CH:45]=3)[C:40](=[C:11]([C:14]#[N:15])[C:12]#[N:13])[C:39]2=[O:64])=[CH:65][CH:66]=1. The reactants are O=C1C(=[C:11]([C:14]#[N:15])[C:12]#[N:13])C2C(=CC=C(S(N3CCCC3COC3C=CC=CC=3)(=O)=O)C=2)N1.[OH:32][C:33]1[CH:66]=[CH:65][C:36]([CH2:37][N:38]2[C:46]3[C:41](=[CH:42][C:43]([S:47]([N:50]4[CH2:54][CH2:53][CH2:52][CH:51]4[CH2:55][O:56][C:57]4[CH:58]=[N:59][CH:60]=[CH:61][CH:62]=4)(=[O:49])=[O:48])=[CH:44][CH:45]=3)[C:40](=O)[C:39]2=[O:64])=[CH:35][CH:34]=1. The yield is 0.850. (3) The reactants are [OH:1][C:2]1([C:5]([O:7][CH3:8])=[O:6])[CH2:4][CH2:3]1.[H-].[Na+].I[CH3:12]. The catalyst is CN(C=O)C. The product is [CH3:12][O:1][C:2]1([C:5]([O:7][CH3:8])=[O:6])[CH2:4][CH2:3]1. The yield is 0.980. (4) The reactants are [Cl:1][C:2]1[CH:3]=[C:4]([CH:7]=[CH:8][C:9]=1[Cl:10])[CH2:5][NH2:6].F[C:12]1[CH:20]=[N:19][CH:18]=[CH:17][C:13]=1[C:14]([OH:16])=[O:15]. The product is [Cl:1][C:2]1[CH:3]=[C:4]([CH:7]=[CH:8][C:9]=1[Cl:10])[CH2:5][NH:6][C:17]1[CH:18]=[N:19][CH:20]=[CH:12][C:13]=1[C:14]([OH:16])=[O:15]. The yield is 0.370. No catalyst specified. (5) The reactants are [CH2:1]([O:8][C@@H:9]1[CH2:14][CH2:13][C@H:12]([O:15][C:16]2[C:21]([F:22])=[CH:20][C:19]([S:23]([N:26](CC3C=CC(OC)=CC=3OC)[C:27]3[CH:32]=[CH:31][N:30]=[CH:29][N:28]=3)(=[O:25])=[O:24])=[C:18]([F:44])[CH:17]=2)[C@@H:11]([C:45]2[N:49]([CH3:50])[N:48]=[CH:47][CH:46]=2)[CH2:10]1)[C:2]1[CH:7]=[CH:6][CH:5]=[CH:4][CH:3]=1.C([SiH](CC)CC)C.FC(F)(F)C(O)=O. The catalyst is ClCCl. The product is [CH2:1]([O:8][C@@H:9]1[CH2:14][CH2:13][C@H:12]([O:15][C:16]2[C:21]([F:22])=[CH:20][C:19]([S:23]([NH:26][C:27]3[CH:32]=[CH:31][N:30]=[CH:29][N:28]=3)(=[O:24])=[O:25])=[C:18]([F:44])[CH:17]=2)[C@@H:11]([C:45]2[N:49]([CH3:50])[N:48]=[CH:47][CH:46]=2)[CH2:10]1)[C:2]1[CH:7]=[CH:6][CH:5]=[CH:4][CH:3]=1. The yield is 0.700.